From a dataset of Peptide-MHC class I binding affinity with 185,985 pairs from IEDB/IMGT. Regression. Given a peptide amino acid sequence and an MHC pseudo amino acid sequence, predict their binding affinity value. This is MHC class I binding data. (1) The peptide sequence is KQMSQPYAV. The binding affinity (normalized) is 1.00. The MHC is HLA-A02:12 with pseudo-sequence HLA-A02:12. (2) The peptide sequence is LDHTRPTAL. The MHC is H-2-Kd with pseudo-sequence H-2-Kd. The binding affinity (normalized) is 0. (3) The peptide sequence is IRHENRMVL. The MHC is HLA-B08:02 with pseudo-sequence HLA-B08:02. The binding affinity (normalized) is 0.0847.